Dataset: Drug-target binding data from BindingDB using IC50 measurements. Task: Regression. Given a target protein amino acid sequence and a drug SMILES string, predict the binding affinity score between them. We predict pIC50 (pIC50 = -log10(IC50 in M); higher means more potent). Dataset: bindingdb_ic50. (1) The small molecule is CC(C)[C@H](OC(=O)Nc1ccccc1)C(=O)NC(CC(=O)O)C(=O)CF. The target protein (P55211) has sequence MDEADRRLLRRCRLRLVEELQVDQLWDALLSRELFRPHMIEDIQRAGSGSRRDQARQLIIDLETRGSQALPLFISCLEDTGQDMLASFLRTNRQAAKLSKPTLENLTPVVLRPEIRKPEVLRPETPRPVDIGSGGFGDVGALESLRGNADLAYILSMEPCGHCLIINNVNFCRESGLRTRTGSNIDCEKLRRRFSSLHFMVEVKGDLTAKKMVLALLELAQQDHGALDCCVVVILSHGCQASHLQFPGAVYGTDGCPVSVEKIVNIFNGTSCPSLGGKPKLFFIQACGGEQKDHGFEVASTSPEDESPGSNPEPDATPFQEGLRTFDQLDAISSLPTPSDIFVSYSTFPGFVSWRDPKSGSWYVETLDDIFEQWAHSEDLQSLLLRVANAVSVKGIYKQMPGCFNFLRKKLFFKTS. The pIC50 is 7.5. (2) The drug is CC(C)=CCc1c(O)ccc2c1O[C@H]1c3ccc(O)cc3OC[C@@H]21. The target protein (P0C6E9) has sequence MRFKNVKKTALMLAMFGMATSSNAALFDYNATGDTEFDSPAKQGWMQDNTNNGSGVLTNADGMPAWLVQGIGGRAQWTYSLSTNQHAQASSFGWRMTTEMKVLSGGMITNYYANGTQRVLPIISLDSSGNLVVEFEGQTGRTVLATGTAATEYHKFELVFLPGSNPSASFYFDGKLIRDNIQPTASKQNMIVWGNGSSNTDGVAAYRDIKFEIQGDVIFRGPDRIPSIVASSVTPGVVTAFAEKRVGGGDPGALSNTNDIITRTSRDGGITWDTELNLTEQINVSDEFDFSDPRPIYDPSSNTVLVSYARWPTDAAQNGDRIKPWMPNGIFYSVYDVASGNWQAPIDVTDQVKERSFQIAGWGGSELYRRNTSLNSQQDWQSNAKIRIVDGAANQIQVADGSRKYVVTLSIDESGGLVANLNGVSAPIILQSEHAKVHSFHDYELQYSALNHTTTLFVDGQQITTWAGEVSQENNIQFGNADAQIDGRLHVQKIVLTQQG.... The pIC50 is 4.9.